From a dataset of Forward reaction prediction with 1.9M reactions from USPTO patents (1976-2016). Predict the product of the given reaction. (1) Given the reactants [Cl:1][C:2]1[CH:7]=[C:6]([NH:8][C:9]2[C:18]3[C:13](=[CH:14][CH:15]=[CH:16][C:17]=3[O:19][CH2:20][CH:21]3[CH2:26][CH2:25][N:24]([C:27](=[O:30])[CH2:28][OH:29])[CH2:23][CH2:22]3)[N:12]=[CH:11][N:10]=2)[CH:5]=[CH:4][C:3]=1[OH:31].[F:32][C:33]1[CH:34]=[C:35]([CH:38]=[CH:39][CH:40]=1)[CH2:36]Cl, predict the reaction product. The product is: [Cl:1][C:2]1[CH:7]=[C:6]([NH:8][C:9]2[C:18]3[C:13](=[CH:14][CH:15]=[CH:16][C:17]=3[O:19][CH2:20][CH:21]3[CH2:26][CH2:25][N:24]([C:27](=[O:30])[CH2:28][OH:29])[CH2:23][CH2:22]3)[N:12]=[CH:11][N:10]=2)[CH:5]=[CH:4][C:3]=1[O:31][CH2:36][C:35]1[CH:38]=[CH:39][CH:40]=[C:33]([F:32])[CH:34]=1. (2) Given the reactants [C:1]([O:5]C([N:8]1[CH2:14][CH2:13][CH2:12][N:11]([C:15]2[CH:20]=[CH:19][CH:18]=[C:17]([C:21]([N:23]3[CH2:27][CH2:26][C@H:25]([O:28][C:29]4[CH:34]=[CH:33][CH:32]=[CH:31][C:30]=4[F:35])[CH2:24]3)=[O:22])[N:16]=2)[CH2:10][CH2:9]1)=O)(C)(C)C.FC(F)(F)C(O)=O.O.C(=O)(O)[O-].[Na+].[Cl:49][CH2:50][Cl:51], predict the reaction product. The product is: [Cl:49][CH2:50][Cl:51].[CH3:1][OH:5].[NH4+:8].[N:11]1([C:15]2[N:16]=[C:17]([C:21]([N:23]3[CH2:27][CH2:26][C@H:25]([O:28][C:29]4[CH:34]=[CH:33][CH:32]=[CH:31][C:30]=4[F:35])[CH2:24]3)=[O:22])[CH:18]=[CH:19][CH:20]=2)[CH2:12][CH2:13][CH2:14][NH:8][CH2:9][CH2:10]1. (3) Given the reactants [Cl:1][C:2]1[CH:3]=[C:4]([CH2:9][C:10]#[N:11])[CH:5]=[CH:6][C:7]=1[Cl:8].Cl.[CH3:13][N:14]([CH2:18][CH2:19]Cl)[CH2:15][CH2:16]Cl.[OH-].[Na+], predict the reaction product. The product is: [CH3:13][N:14]1[CH2:18][CH2:19][C:9]([C:4]2[CH:5]=[CH:6][C:7]([Cl:8])=[C:2]([Cl:1])[CH:3]=2)([C:10]#[N:11])[CH2:16][CH2:15]1. (4) Given the reactants C(N(CC)CC)C.[Cl:8][C:9]1[NH:14][C:13](=[O:15])[C:12]([N+:16]([O-:18])=[O:17])=[C:11](O)[C:10]=1[CH3:20].[S:21](O[S:21]([C:24]([F:27])([F:26])[F:25])(=[O:23])=[O:22])([C:24]([F:27])([F:26])[F:25])(=[O:23])=[O:22].[NH2:36][CH2:37][CH2:38][CH2:39][CH2:40][NH:41][C:42](=[O:48])[O:43][C:44]([CH3:47])([CH3:46])[CH3:45], predict the reaction product. The product is: [F:25][C:24]([F:27])([F:26])[S:21]([O:15][C:13]1[C:12]([N+:16]([O-:18])=[O:17])=[C:11]([NH:36][CH2:37][CH2:38][CH2:39][CH2:40][NH:41][C:42]([O:43][C:44]([CH3:47])([CH3:46])[CH3:45])=[O:48])[C:10]([CH3:20])=[C:9]([Cl:8])[N:14]=1)(=[O:23])=[O:22].